Dataset: Full USPTO retrosynthesis dataset with 1.9M reactions from patents (1976-2016). Task: Predict the reactants needed to synthesize the given product. (1) Given the product [NH2:8][C@@H:9]1[CH2:14][CH2:13][CH2:12][N:11]([C:15]2[NH:19][N:18]=[C:17]([C:23]([O:36][CH3:35])=[O:24])[C:16]=2[CH2:26][C:27]2[CH:32]=[CH:31][CH:30]=[CH:29][C:28]=2[Cl:33])[CH2:10]1, predict the reactants needed to synthesize it. The reactants are: C(OC([NH:8][C@@H:9]1[CH2:14][CH2:13][CH2:12][N:11]([C:15]2[N:19](COC)[N:18]=[C:17]([C:23](O)=[O:24])[C:16]=2[CH2:26][C:27]2[CH:32]=[CH:31][CH:30]=[CH:29][C:28]=2[Cl:33])[CH2:10]1)=O)(C)(C)C.Cl.[CH3:35][OH:36]. (2) Given the product [C:1]([O:5][C:6]([N:8]1[C:11]2([CH2:15][CH2:14][N:13]([C:18]3[C:19]4[CH:26]=[CH:25][NH:24][C:20]=4[N:21]=[CH:22][N:23]=3)[CH2:12]2)[CH:10]([CH3:16])[CH2:9]1)=[O:7])([CH3:4])([CH3:2])[CH3:3], predict the reactants needed to synthesize it. The reactants are: [C:1]([O:5][C:6]([N:8]1[C:11]2([CH2:15][CH2:14][NH:13][CH2:12]2)[CH:10]([CH3:16])[CH2:9]1)=[O:7])([CH3:4])([CH3:3])[CH3:2].Cl[C:18]1[C:19]2[CH:26]=[CH:25][NH:24][C:20]=2[N:21]=[CH:22][N:23]=1.C(=O)([O-])[O-].[K+].[K+]. (3) Given the product [CH3:10][N:11]([CH2:21][CH2:22][O:23][C:2]1[CH:9]=[CH:8][C:5]([CH:6]=[O:7])=[CH:4][CH:3]=1)[C:12]1[S:13][C:14]2[CH:20]=[CH:19][CH:18]=[CH:17][C:15]=2[N:16]=1, predict the reactants needed to synthesize it. The reactants are: F[C:2]1[CH:9]=[CH:8][C:5]([CH:6]=[O:7])=[CH:4][CH:3]=1.[CH3:10][N:11]([CH2:21][CH2:22][OH:23])[C:12]1[S:13][C:14]2[CH:20]=[CH:19][CH:18]=[CH:17][C:15]=2[N:16]=1.C(=O)([O-])[O-].[K+].[K+].O.